This data is from Forward reaction prediction with 1.9M reactions from USPTO patents (1976-2016). The task is: Predict the product of the given reaction. (1) Given the reactants [OH:1][C:2]1([C:13]2[S:14][CH:15]=[CH:16][N:17]=2)[CH2:7][CH2:6][CH:5]([C:8]([O:10][CH2:11][CH3:12])=[O:9])[CH2:4][CH2:3]1.[Br:18]N1C(=O)CCC1=O.S([O-])([O-])=O.[Na+].[Na+], predict the reaction product. The product is: [Br:18][C:15]1[S:14][C:13]([C:2]2([OH:1])[CH2:7][CH2:6][CH:5]([C:8]([O:10][CH2:11][CH3:12])=[O:9])[CH2:4][CH2:3]2)=[N:17][CH:16]=1. (2) Given the reactants O[C:2]1[CH:3]=[CH:4][C:5]2[C:11](=[O:12])[N:10]3[CH2:13][C@H:14]([C:17]([O:19][CH3:20])=[O:18])[CH2:15][CH2:16][C@H:9]3[CH2:8][CH2:7][C:6]=2[N:21]=1.O=P(Cl)(Cl)[Cl:24].C([O-])(O)=O.[Na+], predict the reaction product. The product is: [Cl:24][C:2]1[CH:3]=[CH:4][C:5]2[C:11](=[O:12])[N:10]3[CH2:13][C@H:14]([C:17]([O:19][CH3:20])=[O:18])[CH2:15][CH2:16][C@H:9]3[CH2:8][CH2:7][C:6]=2[N:21]=1.